Dataset: Forward reaction prediction with 1.9M reactions from USPTO patents (1976-2016). Task: Predict the product of the given reaction. The product is: [CH3:27][O:26][N:25]=[C:22]([CH:23]1[O:10][CH2:7][CH2:8][O:9]1)[C:17]1[CH:18]=[CH:19][CH:20]=[CH:21][C:16]=1[CH2:15][O:14][C:13]1[CH:28]=[C:29]([CH3:32])[CH:30]=[CH:31][C:12]=1[CH3:11]. Given the reactants C1C=CC=CC=1.[CH2:7]([OH:10])[CH2:8][OH:9].[CH3:11][C:12]1[CH:31]=[CH:30][C:29]([CH3:32])=[CH:28][C:13]=1[O:14][CH2:15][C:16]1[CH:21]=[CH:20][CH:19]=[CH:18][C:17]=1[C:22](=[N:25][O:26][CH3:27])[CH:23]=O, predict the reaction product.